This data is from Catalyst prediction with 721,799 reactions and 888 catalyst types from USPTO. The task is: Predict which catalyst facilitates the given reaction. Reactant: [NH2:1][CH:2]([C:7]1[CH:12]=[CH:11][C:10]([O:13][CH:14]([F:16])[F:15])=[C:9]([O:17][CH2:18][CH3:19])[CH:8]=1)[CH2:3][C:4]([OH:6])=[O:5].[C:20]([NH:23][C:24]1[CH:34]=[CH:33][CH:32]=[C:26]2[C:27]([O:29][C:30](=O)[C:25]=12)=[O:28])(=[O:22])[CH3:21].C([O-])(=O)C.[Na+]. Product: [C:20]([NH:23][C:24]1[CH:34]=[CH:33][CH:32]=[C:26]2[C:25]=1[C:30](=[O:29])[N:1]([CH:2]([C:7]1[CH:12]=[CH:11][C:10]([O:13][CH:14]([F:16])[F:15])=[C:9]([O:17][CH2:18][CH3:19])[CH:8]=1)[CH2:3][C:4]([OH:6])=[O:5])[C:27]2=[O:28])(=[O:22])[CH3:21]. The catalyst class is: 15.